This data is from Forward reaction prediction with 1.9M reactions from USPTO patents (1976-2016). The task is: Predict the product of the given reaction. (1) Given the reactants [CH3:1][O:2][C:3]1[CH:4]=[C:5]([C:11]2[C@@H:20]3[C@@H:15]([CH2:16][CH2:17][CH2:18][CH2:19]3)[C:14](=[O:21])[N:13]([CH:22]3[CH2:27][CH2:26][N:25]([C:28](=[O:46])[C@H:29]([NH:38]C(=O)OC(C)(C)C)[CH2:30][C:31]4[CH:36]=[CH:35][CH:34]=[C:33]([CH3:37])[CH:32]=4)[CH2:24][CH2:23]3)[N:12]=2)[CH:6]=[CH:7][C:8]=1[O:9][CH3:10].[ClH:47].C(OCC)C, predict the reaction product. The product is: [ClH:47].[NH2:38][C@H:29]([CH2:30][C:31]1[CH:36]=[CH:35][CH:34]=[C:33]([CH3:37])[CH:32]=1)[C:28]([N:25]1[CH2:24][CH2:23][CH:22]([N:13]2[N:12]=[C:11]([C:5]3[CH:6]=[CH:7][C:8]([O:9][CH3:10])=[C:3]([O:2][CH3:1])[CH:4]=3)[C@@H:20]3[C@@H:15]([CH2:16][CH2:17][CH2:18][CH2:19]3)[C:14]2=[O:21])[CH2:27][CH2:26]1)=[O:46]. (2) Given the reactants II.[CH3:3][O:4][C:5](=[O:17])[C@H:6]([CH2:15]I)[NH:7][C:8]([O:10][C:11]([CH3:14])([CH3:13])[CH3:12])=[O:9].Br[C:19]1[C:26]([CH3:27])=[CH:25][C:22]([C:23]#[N:24])=[CH:21][C:20]=1[CH3:28].CC1C=CC=CC=1P(C1C=CC=CC=1C)C1C=CC=CC=1C, predict the reaction product. The product is: [CH3:3][O:4][C:5](=[O:17])[C@@H:6]([NH:7][C:8]([O:10][C:11]([CH3:14])([CH3:13])[CH3:12])=[O:9])[CH2:15][C:19]1[C:26]([CH3:27])=[CH:25][C:22]([C:23]#[N:24])=[CH:21][C:20]=1[CH3:28]. (3) Given the reactants [Br:1][C:2]1[CH:3]=[C:4]([C:9]2[NH:13][C:12](=[O:14])[O:11][N:10]=2)[CH:5]=[CH:6][C:7]=1[CH3:8].Br[C:16]1C=C(C=CC=1C)C(=N)NO.ClC(Cl)(OC(=O)OC(Cl)(Cl)Cl)Cl.C(N(C(C)C)CC)(C)C, predict the reaction product. The product is: [Br:1][C:2]1[CH:3]=[C:4]([C:9]2[N:13]([CH3:16])[C:12](=[O:14])[O:11][N:10]=2)[CH:5]=[CH:6][C:7]=1[CH3:8]. (4) The product is: [CH3:13][O:14][C:10](=[O:11])[CH2:9][O:8][CH2:1][C:2]1[CH:7]=[CH:6][CH:5]=[CH:4][CH:3]=1. Given the reactants [CH2:1]([O:8][CH2:9][C:10](Cl)=[O:11])[C:2]1[CH:7]=[CH:6][CH:5]=[CH:4][CH:3]=1.[CH3:13][OH:14], predict the reaction product. (5) The product is: [C:24]([C:28]1[S:29][C:30]([NH:45][C:46]([NH:6][C:5]2[CH:7]=[CH:8][C:2]([CH3:1])=[C:3]([C:9]3[CH:10]=[N:11][C:12]([CH2:15][N:16]4[CH2:21][CH2:20][O:19][CH2:18][CH2:17]4)=[CH:13][CH:14]=3)[CH:4]=2)=[O:47])=[C:31]([C:33]([N:35]2[CH2:40][CH2:39][N:38]([CH3:41])[C:37](=[O:42])[C:36]2([CH3:44])[CH3:43])=[O:34])[N:32]=1)([CH3:27])([CH3:25])[CH3:26]. Given the reactants [CH3:1][C:2]1[CH:8]=[CH:7][C:5]([NH2:6])=[CH:4][C:3]=1[C:9]1[CH:10]=[N:11][C:12]([CH2:15][N:16]2[CH2:21][CH2:20][O:19][CH2:18][CH2:17]2)=[CH:13][CH:14]=1.[H-].[Na+].[C:24]([C:28]1[S:29][C:30]([NH:45][C:46](=O)[O:47]CC(Cl)(Cl)Cl)=[C:31]([C:33]([N:35]2[CH2:40][CH2:39][N:38]([CH3:41])[C:37](=[O:42])[C:36]2([CH3:44])[CH3:43])=[O:34])[N:32]=1)([CH3:27])([CH3:26])[CH3:25].S1C=CN=C1, predict the reaction product. (6) Given the reactants [Br:1][C:2]1[C:7]([CH:8]=[O:9])=[C:6]([OH:10])[C:5]([O:11]C)=[CH:4][CH:3]=1.B(Br)(Br)Br.O, predict the reaction product. The product is: [Br:1][C:2]1[C:7]([CH:8]=[O:9])=[C:6]([OH:10])[C:5]([OH:11])=[CH:4][CH:3]=1. (7) Given the reactants [Si]([O:8][CH2:9][CH2:10][N:11]1[CH2:16][CH2:15][N:14](C(OC(C)(C)C)=O)[CH2:13][C:12]1=[O:24])(C(C)(C)C)(C)C.Cl, predict the reaction product. The product is: [OH:8][CH2:9][CH2:10][N:11]1[CH2:16][CH2:15][NH:14][CH2:13][C:12]1=[O:24].